Dataset: Full USPTO retrosynthesis dataset with 1.9M reactions from patents (1976-2016). Task: Predict the reactants needed to synthesize the given product. (1) Given the product [C:14]([O:18][C:19](=[O:20])[CH:47]=[C:41]1[CH2:46][CH2:45][CH:44]([CH2:5][C:4]([O:3][CH2:1][CH3:2])=[O:13])[CH2:43][CH2:42]1)([CH3:17])([CH3:16])[CH3:15], predict the reactants needed to synthesize it. The reactants are: [CH2:1]([O:3][C:4](=[O:13])[CH2:5]C1CCC(=O)CC1)[CH3:2].[C:14]([O:18][C:19](C=P(C1C=CC=CC=1)(C1C=CC=CC=1)C1C=CC=CC=1)=[O:20])([CH3:17])([CH3:16])[CH3:15].[C:41]1([CH3:47])[CH:46]=[CH:45][CH:44]=[CH:43][CH:42]=1. (2) Given the product [CH:18]([N:13]1[C:12]([C:34]2[CH:35]=[CH:36][C:31]([O:30][CH3:29])=[CH:32][CH:33]=2)=[C:11]2[C:15]([CH2:16][CH2:17][NH:8][CH2:9][CH2:10]2)=[N:14]1)([CH3:19])[CH3:20], predict the reactants needed to synthesize it. The reactants are: C(OC([N:8]1[CH2:17][CH2:16][C:15]2[C:11](=[C:12](OS(C(F)(F)F)(=O)=O)[N:13]([CH:18]([CH3:20])[CH3:19])[N:14]=2)[CH2:10][CH2:9]1)=O)(C)(C)C.[CH3:29][O:30][C:31]1[CH:36]=[CH:35][C:34](B(O)O)=[CH:33][CH:32]=1. (3) Given the product [CH3:1][O:2][C:3](=[O:26])[CH2:4][C:5]1[CH:10]=[CH:9][CH:8]=[C:7]([O:11][C:12]2[CH:17]=[CH:16][C:15]([C:18]([F:20])([F:19])[F:21])=[CH:14][C:13]=2[CH2:22][N:23]([CH2:24][CH3:25])[S:37]([C:28]2[CH:29]=[CH:30][C:31]3[C:36](=[CH:35][CH:34]=[CH:33][CH:32]=3)[CH:27]=2)(=[O:39])=[O:38])[CH:6]=1, predict the reactants needed to synthesize it. The reactants are: [CH3:1][O:2][C:3](=[O:26])[CH2:4][C:5]1[CH:10]=[CH:9][CH:8]=[C:7]([O:11][C:12]2[CH:17]=[CH:16][C:15]([C:18]([F:21])([F:20])[F:19])=[CH:14][C:13]=2[CH2:22][NH:23][CH2:24][CH3:25])[CH:6]=1.[CH:27]1[C:36]2[C:31](=[CH:32][CH:33]=[CH:34][CH:35]=2)[CH:30]=[CH:29][C:28]=1[S:37](Cl)(=[O:39])=[O:38]. (4) Given the product [C:1]([O:5][C:6](=[O:24])[NH:7][CH2:8][CH2:9][NH:10][CH2:11][CH2:12][CH2:13][CH2:14][C:15]1[CH:16]=[CH:17][C:18]([O:21][CH3:22])=[CH:19][CH:20]=1)([CH3:4])([CH3:3])[CH3:2], predict the reactants needed to synthesize it. The reactants are: [C:1]([O:5][C:6](=[O:24])[NH:7][CH2:8][CH2:9][NH:10][C:11](=O)[CH2:12][CH2:13][CH2:14][C:15]1[CH:20]=[CH:19][C:18]([O:21][CH3:22])=[CH:17][CH:16]=1)([CH3:4])([CH3:3])[CH3:2].B.